This data is from Blood-brain barrier permeability classification from the B3DB database. The task is: Regression/Classification. Given a drug SMILES string, predict its absorption, distribution, metabolism, or excretion properties. Task type varies by dataset: regression for continuous measurements (e.g., permeability, clearance, half-life) or binary classification for categorical outcomes (e.g., BBB penetration, CYP inhibition). Dataset: b3db_classification. (1) The drug is CCOC(=O)N1CCN(C(=O)Cc2ccc(Cl)c(Cl)c2)C(CN2CCCC2)C1. The result is 1 (penetrates BBB). (2) The molecule is CC(C)CC(N(C)C)C1(c2ccc(Cl)cc2)CCC1. The result is 1 (penetrates BBB). (3) The drug is O=C(O)C(CC(=O)N1CC2CCCCC2C1)Cc1ccccc1. The result is 0 (does not penetrate BBB). (4) The molecule is CO/N=C(/C#N)[C@@H]1CN2CCC1CC2. The result is 1 (penetrates BBB).